Dataset: Full USPTO retrosynthesis dataset with 1.9M reactions from patents (1976-2016). Task: Predict the reactants needed to synthesize the given product. (1) Given the product [CH3:18][C:15]1[CH:16]=[CH:17][C:12]([CH:8]([C:5]2[CH:4]=[CH:3][C:2]([CH3:1])=[CH:7][CH:6]=2)[C:9]([NH:19][CH2:20][CH2:21][CH2:22][N:23]2[CH2:28][CH2:27][CH:26]([C:29]3[CH:30]=[C:31]([NH:35][C:36](=[O:40])[CH:37]([CH3:38])[CH3:39])[CH:32]=[CH:33][CH:34]=3)[CH2:25][CH2:24]2)=[O:11])=[CH:13][CH:14]=1, predict the reactants needed to synthesize it. The reactants are: [CH3:1][C:2]1[CH:7]=[CH:6][C:5]([CH:8]([C:12]2[CH:17]=[CH:16][C:15]([CH3:18])=[CH:14][CH:13]=2)[C:9]([OH:11])=O)=[CH:4][CH:3]=1.[NH2:19][CH2:20][CH2:21][CH2:22][N:23]1[CH2:28][CH2:27][CH:26]([C:29]2[CH:30]=[C:31]([NH:35][C:36](=[O:40])[CH:37]([CH3:39])[CH3:38])[CH:32]=[CH:33][CH:34]=2)[CH2:25][CH2:24]1. (2) Given the product [C:22]([C:19]1[N:18]=[C:17]([C:15]([NH:14][CH2:13][C:12]2[CH:26]=[CH:27][C:9]([C:6]3[CH:5]=[CH:4][N:3]=[C:2]4[NH:1][C:37]([C:33]5[CH:34]=[N:29][CH:30]=[CH:31][CH:32]=5)=[N:8][C:7]=34)=[CH:10][C:11]=2[F:28])=[O:16])[O:21][N:20]=1)([CH3:23])([CH3:24])[CH3:25], predict the reactants needed to synthesize it. The reactants are: [NH2:1][C:2]1[C:7]([NH2:8])=[C:6]([C:9]2[CH:27]=[CH:26][C:12]([CH2:13][NH:14][C:15]([C:17]3[O:21][N:20]=[C:19]([C:22]([CH3:25])([CH3:24])[CH3:23])[N:18]=3)=[O:16])=[C:11]([F:28])[CH:10]=2)[CH:5]=[CH:4][N:3]=1.[N:29]1[CH:34]=[CH:33][C:32](C=O)=[CH:31][CH:30]=1.[CH3:37]N(C=O)C. (3) Given the product [F:1][C:2]1[CH:10]=[CH:9][CH:8]=[C:7]([N+:11]([O-:13])=[O:12])[C:3]=1[C:4]([NH:6][C:67]1[CH:68]=[CH:63][CH:64]=[C:65]([O:69][CH2:70][C:71]([F:76])([F:77])[C:72]([F:74])([F:75])[F:73])[CH:66]=1)=[O:5], predict the reactants needed to synthesize it. The reactants are: [F:1][C:2]1[CH:10]=[CH:9][CH:8]=[C:7]([N+:11]([O-:13])=[O:12])[C:3]=1[C:4]([NH2:6])=[O:5].CC1(C)C2C(=C(P(C3C=CC=CC=3)C3C=CC=CC=3)C=CC=2)OC2C(P(C3C=CC=CC=3)C3C=CC=CC=3)=CC=CC1=2.C(=O)([O-])[O-].[Cs+].[Cs+].Br[C:63]1[CH:68]=[CH:67][CH:66]=[C:65]([O:69][CH2:70][C:71]([F:77])([F:76])[C:72]([F:75])([F:74])[F:73])[CH:64]=1. (4) Given the product [Br:22][C:9]1[C:7]2[CH2:8][CH:4]([CH2:3][O:2][CH3:1])[O:5][C:6]=2[C:12]([NH2:13])=[CH:11][C:10]=1[CH3:14], predict the reactants needed to synthesize it. The reactants are: [CH3:1][O:2][CH2:3][CH:4]1[CH2:8][C:7]2[CH:9]=[C:10]([CH3:14])[CH:11]=[C:12]([NH2:13])[C:6]=2[O:5]1.C1C(=O)N([Br:22])C(=O)C1. (5) The reactants are: C1(P(C2C=CC=CC=2)C2C=CC=CC=2)C=CC=CC=1.BrN1C(=O)CCC1=O.CC1(C)C(C)(C)OB([C:36]2[CH:37]=[C:38]3[C:42](=[CH:43][CH:44]=2)[CH2:41][C@H:40]([NH:45][S:46]([CH:49]([CH3:51])[CH3:50])(=[O:48])=[O:47])[CH2:39]3)O1.Cl[CH2:54][C:55]1[N:59]([CH2:60][CH3:61])[N:58]=[C:57]([C:62]([F:65])([F:64])[F:63])[CH:56]=1. Given the product [CH2:60]([N:59]1[C:55]([CH2:54][C:36]2[CH:37]=[C:38]3[C:42](=[CH:43][CH:44]=2)[CH2:41][C@H:40]([NH:45][S:46]([CH:49]([CH3:50])[CH3:51])(=[O:47])=[O:48])[CH2:39]3)=[CH:56][C:57]([C:62]([F:64])([F:63])[F:65])=[N:58]1)[CH3:61], predict the reactants needed to synthesize it. (6) Given the product [C:11]([O:15][C:16]([N:18]1[CH2:26][CH2:25][NH:24][C@@H:20]([CH2:21][O:10][C:5]2[CH:6]=[CH:7][CH:8]=[CH:9][C:4]=2[F:3])[CH2:19]1)=[O:17])([CH3:14])([CH3:12])[CH3:13], predict the reactants needed to synthesize it. The reactants are: [H-].[Na+].[F:3][C:4]1[CH:9]=[CH:8][CH:7]=[CH:6][C:5]=1[OH:10].[C:11]([O:15][C:16]([N:18]1[CH2:26][CH2:25][N:24]2[C@@H:20]([CH2:21]OS2(=O)=O)[CH2:19]1)=[O:17])([CH3:14])([CH3:13])[CH3:12].Cl. (7) Given the product [Cl:41][C:25]1[C:26]([NH:28][C:29]2[CH:34]=[CH:33][CH:32]=[CH:31][C:30]=2[S:35]([N:38]([CH3:40])[CH3:39])(=[O:37])=[O:36])=[N:27][C:22]([NH:20][C:4]2[CH:5]=[CH:6][C:7]3[CH2:13][CH:12]([N:14]4[CH2:19][CH2:18][O:17][CH2:16][CH2:15]4)[CH2:11][CH2:10][CH2:9][C:8]=3[C:3]=2[O:2][CH3:1])=[N:23][CH:24]=1, predict the reactants needed to synthesize it. The reactants are: [CH3:1][O:2][C:3]1[C:8]2[CH2:9][CH2:10][CH2:11][CH:12]([N:14]3[CH2:19][CH2:18][O:17][CH2:16][CH2:15]3)[CH2:13][C:7]=2[CH:6]=[CH:5][C:4]=1[NH2:20].Cl[C:22]1[N:27]=[C:26]([NH:28][C:29]2[CH:34]=[CH:33][CH:32]=[CH:31][C:30]=2[S:35]([N:38]([CH3:40])[CH3:39])(=[O:37])=[O:36])[C:25]([Cl:41])=[CH:24][N:23]=1. (8) Given the product [C:2]([C@@H:3]([NH:22][C:23]([C:25]1([NH:31][C:32](=[O:38])[O:33][C:34]([CH3:36])([CH3:35])[CH3:37])[CH2:26][CH2:27][O:28][CH2:29][CH2:30]1)=[O:24])[CH2:4][C:5]1[CH:10]=[CH:9][C:8]([C:11]2[CH:19]=[C:18]3[C:14]([CH2:15][C:16](=[O:21])[N:17]3[CH3:20])=[CH:13][CH:12]=2)=[CH:7][CH:6]=1)#[N:1], predict the reactants needed to synthesize it. The reactants are: [NH2:1][C:2](=O)[C@@H:3]([NH:22][C:23]([C:25]1([NH:31][C:32](=[O:38])[O:33][C:34]([CH3:37])([CH3:36])[CH3:35])[CH2:30][CH2:29][O:28][CH2:27][CH2:26]1)=[O:24])[CH2:4][C:5]1[CH:10]=[CH:9][C:8]([C:11]2[CH:19]=[C:18]3[C:14]([CH2:15][C:16](=[O:21])[N:17]3[CH3:20])=[CH:13][CH:12]=2)=[CH:7][CH:6]=1.CC[N+](S(N=C(OC)[O-])(=O)=O)(CC)CC. (9) Given the product [CH2:1]([N:8]([CH:23]([CH3:25])[CH3:24])[CH2:9][CH2:10][CH:11]([C:13]1[CH:22]=[CH:21][C:20]2[C:15](=[CH:16][CH:17]=[CH:18][CH:19]=2)[CH:14]=1)[OH:12])[C:2]1[CH:3]=[CH:4][CH:5]=[CH:6][CH:7]=1, predict the reactants needed to synthesize it. The reactants are: [CH2:1]([N:8]([CH:23]([CH3:25])[CH3:24])[CH2:9][CH2:10][C:11]([C:13]1[CH:22]=[CH:21][C:20]2[C:15](=[CH:16][CH:17]=[CH:18][CH:19]=2)[CH:14]=1)=[O:12])[C:2]1[CH:7]=[CH:6][CH:5]=[CH:4][CH:3]=1.[BH4-].[Na+]. (10) Given the product [Cl:1][C:2]1[CH:16]=[CH:15][C:5]([CH2:6][N:7]2[C:8](=[O:14])[CH:9]=[CH:10][C:11]([C:25]3[CH:30]=[CH:29][C:28]([CH2:31][C:32]([OH:34])=[O:33])=[CH:27][CH:26]=3)=[CH:12]2)=[CH:4][CH:3]=1, predict the reactants needed to synthesize it. The reactants are: [Cl:1][C:2]1[CH:16]=[CH:15][C:5]([CH2:6][N:7]2[CH:12]=[C:11](Br)[CH:10]=[CH:9][C:8]2=[O:14])=[CH:4][CH:3]=1.CC1(C)C(C)(C)OB([C:25]2[CH:30]=[CH:29][C:28]([CH2:31][C:32]([OH:34])=[O:33])=[CH:27][CH:26]=2)O1.